From a dataset of Forward reaction prediction with 1.9M reactions from USPTO patents (1976-2016). Predict the product of the given reaction. (1) Given the reactants [C:1]([O:5][C:6]([N:8]1[CH2:13][CH2:12][C:11](=[O:14])[CH2:10][CH2:9]1)=[O:7])([CH3:4])([CH3:3])[CH3:2].C(NC(C)C)(C)C.[Li]CCCC.N1CCCCC1=O.C1C=CC(N([S:41]([C:44]([F:47])([F:46])[F:45])(=[O:43])=[O:42])[S:41]([C:44]([F:47])([F:46])[F:45])(=[O:43])=[O:42])=CC=1, predict the reaction product. The product is: [C:1]([O:5][C:6]([N:8]1[CH2:9][CH:10]=[C:11]([O:14][S:41]([C:44]([F:47])([F:46])[F:45])(=[O:43])=[O:42])[CH2:12][CH2:13]1)=[O:7])([CH3:4])([CH3:2])[CH3:3]. (2) Given the reactants [CH2:1]([C:3]1[C:4]([C:9]2[O:10]C=CC=2)=[N:5][CH:6]=[N:7][CH:8]=1)[CH3:2].CC(C)=[O:16].[Mn]([O-])(=O)(=O)=O.[K+].C(=O)([O-])O.[Na+], predict the reaction product. The product is: [CH2:1]([C:3]1[C:4]([C:9]([OH:10])=[O:16])=[N:5][CH:6]=[N:7][CH:8]=1)[CH3:2]. (3) Given the reactants [CH3:1][C:2]([S@:5]([NH2:7])=[O:6])([CH3:4])[CH3:3].[F:8][C:9]1[CH:14]=[CH:13][CH:12]=[CH:11][C:10]=1[C:15](=O)[CH3:16].[BH4-].[Na+], predict the reaction product. The product is: [F:8][C:9]1[CH:14]=[CH:13][CH:12]=[CH:11][C:10]=1[C@H:15]([NH:7][S@@:5]([C:2]([CH3:4])([CH3:3])[CH3:1])=[O:6])[CH3:16].